Dataset: Forward reaction prediction with 1.9M reactions from USPTO patents (1976-2016). Task: Predict the product of the given reaction. (1) Given the reactants [F:1][C:2]([F:17])([F:16])[C:3]1[CH:4]=C([CH:8]=[CH:9][C:10]=1[O:11][C@H:12]([CH2:14][CH3:15])[CH3:13])C#N.[OH-:18].[Na+].[CH3:20][CH2:21][OH:22], predict the reaction product. The product is: [F:1][C:2]([F:17])([F:16])[C:3]1[CH:4]=[C:20]([CH:8]=[CH:9][C:10]=1[O:11][C@H:12]([CH2:14][CH3:15])[CH3:13])[C:21]([OH:18])=[O:22]. (2) Given the reactants [C:1]([NH:4][C:5]1[S:6][CH:7]=[C:8]([CH2:10][CH2:11][CH2:12][C:13]2[CH:18]=[CH:17][C:16]([CH2:19][CH2:20][C:21]([O:23]CC)=[O:22])=[CH:15][CH:14]=2)[N:9]=1)(=[O:3])[CH3:2].[OH-].[Na+], predict the reaction product. The product is: [C:1]([NH:4][C:5]1[S:6][CH:7]=[C:8]([CH2:10][CH2:11][CH2:12][C:13]2[CH:14]=[CH:15][C:16]([CH2:19][CH2:20][C:21]([OH:23])=[O:22])=[CH:17][CH:18]=2)[N:9]=1)(=[O:3])[CH3:2]. (3) Given the reactants [CH3:1][O:2][C:3]1[CH:4]=[C:5]([C:15]2[N:19]3[CH2:20][CH2:21][CH2:22][CH:23]([C:24]4[CH:29]=[CH:28][CH:27]=[CH:26][C:25]=4[C:30]([CH3:32])=[CH2:31])[C:18]3=[N:17][N:16]=2)[CH:6]=[CH:7][C:8]=1[C:9]1[O:13][C:12]([CH3:14])=[N:11][CH:10]=1, predict the reaction product. The product is: [CH3:1][O:2][C:3]1[CH:4]=[C:5]([C:15]2[N:19]3[CH2:20][CH2:21][CH2:22][CH:23]([C:24]4[CH:29]=[CH:28][CH:27]=[CH:26][C:25]=4[CH:30]([CH3:32])[CH3:31])[C:18]3=[N:17][N:16]=2)[CH:6]=[CH:7][C:8]=1[C:9]1[O:13][C:12]([CH3:14])=[N:11][CH:10]=1.